Task: Predict the product of the given reaction.. Dataset: Forward reaction prediction with 1.9M reactions from USPTO patents (1976-2016) (1) Given the reactants C1C=CC(P(C2C=CC3C(=CC=CC=3)C=2C2C3C(=CC=CC=3)C=CC=2P(C2C=CC=CC=2)C2C=CC=CC=2)C2C=CC=CC=2)=CC=1.CC([O-])(C)C.[Na+].[CH2:53]([C:55]1[CH:56]([C:61]([O:63][CH2:64][CH3:65])=[O:62])[CH2:57][C:58](=[O:60])[CH:59]=1)[CH3:54].CC(O)(C)C, predict the reaction product. The product is: [CH2:53]([C@@H:55]1[CH2:59][C@H:58]([OH:60])[CH2:57][C@@H:56]1[C:61]([O:63][CH2:64][CH3:65])=[O:62])[CH3:54]. (2) The product is: [NH2:25][CH2:24][CH2:23][CH2:22][CH2:21][C:18]1[CH:17]=[CH:16][C:15]([C:13]2[CH:12]=[CH:11][N:10]=[C:9]([NH:8][CH:6]3[CH2:5][C:4]([CH3:27])([CH3:26])[NH:3][C:2]([CH3:28])([CH3:1])[CH2:7]3)[N:14]=2)=[CH:20][CH:19]=1. Given the reactants [CH3:1][C:2]1([CH3:28])[CH2:7][CH:6]([NH:8][C:9]2[N:14]=[C:13]([C:15]3[CH:20]=[CH:19][C:18]([CH2:21][CH2:22][CH2:23][C:24]#[N:25])=[CH:17][CH:16]=3)[CH:12]=[CH:11][N:10]=2)[CH2:5][C:4]([CH3:27])([CH3:26])[NH:3]1.[H-].[H-].[H-].[H-].[Li+].[Al+3], predict the reaction product.